This data is from Full USPTO retrosynthesis dataset with 1.9M reactions from patents (1976-2016). The task is: Predict the reactants needed to synthesize the given product. (1) Given the product [Cl:1][C:2]1[CH:7]=[C:6]([O:8][CH3:9])[CH:5]=[CH:4][C:3]=1[C:10]1[CH:15]=[CH:14][N:13]=[C:12]([NH:16][CH:17]([CH2:20][O:21][CH3:22])[CH2:18][CH3:19])[C:11]=1[NH2:23], predict the reactants needed to synthesize it. The reactants are: [Cl:1][C:2]1[CH:7]=[C:6]([O:8][CH3:9])[CH:5]=[CH:4][C:3]=1[C:10]1[CH:15]=[CH:14][N:13]=[C:12]([NH:16][CH:17]([CH2:20][O:21][CH3:22])[CH2:18][CH3:19])[C:11]=1[N+:23]([O-])=O.[O-]S(S([O-])=O)=O.[Na+].[Na+]. (2) The reactants are: [Br:1][C:2]1[CH:3]=[N:4][N:5]([CH2:7][C:8]2[CH:9]=[C:10]([CH:14]=[CH:15][CH:16]=2)[C:11](O)=[O:12])[CH:6]=1.C[N:18]1CCOCC1.ClC(OCC(C)C)=O.[OH-].[NH4+]. Given the product [Br:1][C:2]1[CH:3]=[N:4][N:5]([CH2:7][C:8]2[CH:9]=[C:10]([CH:14]=[CH:15][CH:16]=2)[C:11]([NH2:18])=[O:12])[CH:6]=1, predict the reactants needed to synthesize it. (3) Given the product [C:1]([NH:4][C:5]1[CH:10]=[CH:9][C:8]([CH:11]([CH3:16])[C:12]([O:14][CH3:15])=[O:13])=[CH:7][CH:6]=1)(=[O:26])[NH2:2], predict the reactants needed to synthesize it. The reactants are: [C:1]([NH:4][C:5]1[CH:10]=[CH:9][C:8]([C@H:11]([CH3:16])[C:12]([O:14][CH3:15])=[O:13])=[CH:7][CH:6]=1)(=S)[NH2:2].NC1C=CC(C(C)C(OC)=[O:26])=CC=1. (4) Given the product [NH2:11][CH2:10][CH2:9][S:6]([NH:5][C:1]([CH3:4])([CH3:3])[CH3:2])(=[O:8])=[O:7], predict the reactants needed to synthesize it. The reactants are: [C:1]([NH:5][S:6]([CH2:9][CH2:10][NH:11]C(=O)OCC1C=CC=CC=1)(=[O:8])=[O:7])([CH3:4])([CH3:3])[CH3:2]. (5) Given the product [F:26][C:24]([F:25])([F:27])[C:22]1[CH:23]=[C:18]([CH2:17][O:16][C@@H:10]2[CH2:11][CH2:12][C@@H:13]3[NH:8][C@@:9]2([C:32]2[CH:33]=[CH:34][CH:35]=[CH:36][CH:37]=2)[CH2:15][CH2:14]3)[CH:19]=[C:20]([C:28]([F:31])([F:29])[F:30])[CH:21]=1, predict the reactants needed to synthesize it. The reactants are: C([N:8]1[C@@H:13]2[CH2:14][CH2:15][C@@:9]1([C:32]1[CH:37]=[CH:36][CH:35]=[CH:34][CH:33]=1)[C@H:10]([O:16][CH2:17][C:18]1[CH:23]=[C:22]([C:24]([F:27])([F:26])[F:25])[CH:21]=[C:20]([C:28]([F:31])([F:30])[F:29])[CH:19]=1)[CH2:11][CH2:12]2)C1C=CC=CC=1. (6) Given the product [NH:8]1[CH2:13][CH2:12][CH:11]([CH:14]=[CH:15][C:16]([O:18][CH2:19][CH3:20])=[O:17])[CH2:10][CH2:9]1, predict the reactants needed to synthesize it. The reactants are: C([N:8]1[CH2:13][CH2:12][CH:11]([CH:14]=[CH:15][C:16]([O:18][CH2:19][CH3:20])=[O:17])[CH2:10][CH2:9]1)C1C=CC=CC=1.ClC(OC(Cl)C)=O.